From a dataset of NCI-60 drug combinations with 297,098 pairs across 59 cell lines. Regression. Given two drug SMILES strings and cell line genomic features, predict the synergy score measuring deviation from expected non-interaction effect. (1) Drug 1: CNC(=O)C1=CC=CC=C1SC2=CC3=C(C=C2)C(=NN3)C=CC4=CC=CC=N4. Cell line: IGROV1. Drug 2: CCCS(=O)(=O)NC1=C(C(=C(C=C1)F)C(=O)C2=CNC3=C2C=C(C=N3)C4=CC=C(C=C4)Cl)F. Synergy scores: CSS=2.24, Synergy_ZIP=-0.711, Synergy_Bliss=1.10, Synergy_Loewe=-0.426, Synergy_HSA=-0.556. (2) Drug 1: C1=C(C(=O)NC(=O)N1)N(CCCl)CCCl. Drug 2: CC(C)NC(=O)C1=CC=C(C=C1)CNNC.Cl. Cell line: NCI-H522. Synergy scores: CSS=24.9, Synergy_ZIP=-10.5, Synergy_Bliss=1.36, Synergy_Loewe=-5.84, Synergy_HSA=0.353. (3) Drug 1: CN(C)C1=NC(=NC(=N1)N(C)C)N(C)C. Drug 2: C1CN1P(=S)(N2CC2)N3CC3. Cell line: SN12C. Synergy scores: CSS=5.79, Synergy_ZIP=-7.28, Synergy_Bliss=-5.08, Synergy_Loewe=-25.4, Synergy_HSA=-5.87. (4) Drug 1: C(CC(=O)O)C(=O)CN.Cl. Drug 2: C1CNP(=O)(OC1)N(CCCl)CCCl. Cell line: SW-620. Synergy scores: CSS=-3.15, Synergy_ZIP=2.19, Synergy_Bliss=1.36, Synergy_Loewe=-0.506, Synergy_HSA=-2.27. (5) Drug 1: C1CCC(C1)C(CC#N)N2C=C(C=N2)C3=C4C=CNC4=NC=N3. Drug 2: C1CCC(C(C1)N)N.C(=O)(C(=O)[O-])[O-].[Pt+4]. Cell line: BT-549. Synergy scores: CSS=10.9, Synergy_ZIP=-1.17, Synergy_Bliss=9.43, Synergy_Loewe=-4.17, Synergy_HSA=6.43. (6) Drug 1: C(CC(=O)O)C(=O)CN.Cl. Drug 2: C1C(C(OC1N2C=NC3=C2NC=NCC3O)CO)O. Cell line: UACC62. Synergy scores: CSS=5.16, Synergy_ZIP=-2.18, Synergy_Bliss=-2.34, Synergy_Loewe=-0.884, Synergy_HSA=-2.26. (7) Drug 2: CC1=C(C=C(C=C1)NC2=NC=CC(=N2)N(C)C3=CC4=NN(C(=C4C=C3)C)C)S(=O)(=O)N.Cl. Drug 1: CC(C1=C(C=CC(=C1Cl)F)Cl)OC2=C(N=CC(=C2)C3=CN(N=C3)C4CCNCC4)N. Synergy scores: CSS=9.33, Synergy_ZIP=0.545, Synergy_Bliss=8.86, Synergy_Loewe=7.84, Synergy_HSA=8.11. Cell line: OVCAR-8. (8) Drug 1: CC=C1C(=O)NC(C(=O)OC2CC(=O)NC(C(=O)NC(CSSCCC=C2)C(=O)N1)C(C)C)C(C)C. Drug 2: C1CN(P(=O)(OC1)NCCCl)CCCl. Cell line: NCI/ADR-RES. Synergy scores: CSS=41.3, Synergy_ZIP=-1.74, Synergy_Bliss=-4.10, Synergy_Loewe=-54.4, Synergy_HSA=-5.40.